Dataset: Peptide-MHC class I binding affinity with 185,985 pairs from IEDB/IMGT. Task: Regression. Given a peptide amino acid sequence and an MHC pseudo amino acid sequence, predict their binding affinity value. This is MHC class I binding data. The peptide sequence is MFEQYFIYTY. The MHC is HLA-A03:01 with pseudo-sequence HLA-A03:01. The binding affinity (normalized) is 0.730.